The task is: Predict which catalyst facilitates the given reaction.. This data is from Catalyst prediction with 721,799 reactions and 888 catalyst types from USPTO. (1) Reactant: [Cl:1][C:2]1[CH:3]=[C:4]([C:8]2[C:17]3[C:12](=[CH:13][CH:14]=[C:15]([CH:18](Cl)[C:19]4[S:20][CH:21]=[C:22]([C:24]5[CH:29]=[CH:28][CH:27]=[CH:26][CH:25]=5)[N:23]=4)[CH:16]=3)[NH:11][C:10](=[O:31])[C:9]=2[C:32]([O:34][CH2:35][CH3:36])=[O:33])[CH:5]=[CH:6][CH:7]=1.[C:37]1([C:43]2[NH:44][CH:45]=[CH:46][N:47]=2)[CH:42]=[CH:41][CH:40]=[CH:39][CH:38]=1.C([O-])([O-])=O.[K+].[K+]. Product: [Cl:1][C:2]1[CH:3]=[C:4]([C:8]2[C:17]3[C:12](=[CH:13][CH:14]=[C:15]([CH:18]([N:44]4[CH:45]=[CH:46][N:47]=[C:43]4[C:37]4[CH:42]=[CH:41][CH:40]=[CH:39][CH:38]=4)[C:19]4[S:20][CH:21]=[C:22]([C:24]5[CH:25]=[CH:26][CH:27]=[CH:28][CH:29]=5)[N:23]=4)[CH:16]=3)[NH:11][C:10](=[O:31])[C:9]=2[C:32]([O:34][CH2:35][CH3:36])=[O:33])[CH:5]=[CH:6][CH:7]=1. The catalyst class is: 10. (2) Reactant: [O:1]([C:13]1[CH:18]=[C:17]([O:19][CH2:20][CH2:21][O:22]CC2C=CC=CC=2)[CH:16]=[CH:15][C:14]=1[CH2:30][C:31]1[CH:36]=[CH:35][C:34]([CH2:37][CH3:38])=[CH:33][CH:32]=1)[C@@H:2]1[O:10][C@H:9]([CH2:11][OH:12])[C@@H:7]([OH:8])[C@H:5]([OH:6])[C@H:3]1[OH:4]. Product: [O:1]([C:13]1[CH:18]=[C:17]([O:19][CH2:20][CH2:21][OH:22])[CH:16]=[CH:15][C:14]=1[CH2:30][C:31]1[CH:32]=[CH:33][C:34]([CH2:37][CH3:38])=[CH:35][CH:36]=1)[C@@H:2]1[O:10][C@H:9]([CH2:11][OH:12])[C@@H:7]([OH:8])[C@H:5]([OH:6])[C@H:3]1[OH:4]. The catalyst class is: 178. (3) Reactant: [OH:1][CH2:2][C:3]1([NH:7][CH:8]=[C:9]([C:15](=[O:26])[C:16]2[CH:21]=[C:20]([F:22])[C:19]([F:23])=[C:18](F)[C:17]=2F)[C:10]([O:12][CH2:13][CH3:14])=[O:11])[CH2:6][CH2:5][CH2:4]1.[H-].[Na+]. The catalyst class is: 3. Product: [F:22][C:20]1[C:19]([F:23])=[C:18]2[O:1][CH2:2][C:3]3([CH2:6][CH2:5][CH2:4]3)[N:7]3[CH:8]=[C:9]([C:10]([O:12][CH2:13][CH3:14])=[O:11])[C:15](=[O:26])[C:16]([CH:21]=1)=[C:17]23. (4) The catalyst class is: 13. Product: [CH2:1]([C:5]1[N:6]=[C:7]([CH3:27])[N:8]([CH2:35][C:36]2[CH:41]=[C:40]([F:42])[CH:39]=[CH:38][C:37]=2[F:43])[C:9](=[O:26])[C:10]=1[CH2:11][C:12]1[CH:17]=[CH:16][C:15]([C:18]2[C:19]([C:24]#[N:25])=[CH:20][CH:21]=[CH:22][CH:23]=2)=[CH:14][CH:13]=1)[CH2:2][CH2:3][CH3:4]. Reactant: [CH2:1]([C:5]1[N:6]=[C:7]([CH3:27])[NH:8][C:9](=[O:26])[C:10]=1[CH2:11][C:12]1[CH:17]=[CH:16][C:15]([C:18]2[C:19]([C:24]#[N:25])=[CH:20][CH:21]=[CH:22][CH:23]=2)=[CH:14][CH:13]=1)[CH2:2][CH2:3][CH3:4].C(=O)([O-])[O-].[K+].[K+].Br[CH2:35][C:36]1[CH:41]=[C:40]([F:42])[CH:39]=[CH:38][C:37]=1[F:43].CN(C)C=O. (5) Product: [F:4][C:5]1[C:6]([O:14][CH3:15])=[C:7]([C:11]2[NH:12][C:17]3[CH2:22][CH2:21][CH2:20][CH2:19][C:18]=3[C:23](=[O:24])[N:13]=2)[CH:8]=[CH:9][CH:10]=1. Reactant: C[O-].[Na+].[F:4][C:5]1[C:6]([O:14][CH3:15])=[C:7]([C:11](=[NH:13])[NH2:12])[CH:8]=[CH:9][CH:10]=1.O=[C:17]1[CH2:22][CH2:21][CH2:20][CH2:19][CH:18]1[C:23](OC)=[O:24]. The catalyst class is: 71. (6) Product: [ClH:24].[ClH:24].[F:17][C:18]1[CH:26]=[CH:25][C:21]([C:22]([NH:1][C:2]2[CH:7]=[CH:6][CH:5]=[C:4]([C:8]([CH:10]3[CH2:15][CH2:14][N:13]([CH3:16])[CH2:12][CH2:11]3)=[O:9])[N:3]=2)=[O:23])=[CH:20][CH:19]=1. The catalyst class is: 4. Reactant: [NH2:1][C:2]1[CH:7]=[CH:6][CH:5]=[C:4]([C:8]([CH:10]2[CH2:15][CH2:14][N:13]([CH3:16])[CH2:12][CH2:11]2)=[O:9])[N:3]=1.[F:17][C:18]1[CH:26]=[CH:25][C:21]([C:22]([Cl:24])=[O:23])=[CH:20][CH:19]=1.C(N(CC)CC)C.[OH-].[Na+]. (7) Reactant: [NH2:1][C:2]1[C:3]([C:20]#[C:21][Si:22]([CH3:25])([CH3:24])[CH3:23])=[C:4]([Cl:19])[CH:5]=[C:6]([C:15]([O:17][CH3:18])=[O:16])[C:7]=1[C:8]1[CH:13]=[CH:12][CH:11]=[C:10]([F:14])[CH:9]=1.B(F)(F)F.CCOCC.[N:35](OC(C)(C)C)=O.[NH:42]1[CH2:46][CH2:45][CH2:44][CH2:43]1.[Cl-].[NH4+].O.Cl. Product: [Cl:19][C:4]1[CH:5]=[C:6]([C:15]([O:17][CH3:18])=[O:16])[C:7]([C:8]2[CH:13]=[CH:12][CH:11]=[C:10]([F:14])[CH:9]=2)=[C:2](/[N:1]=[N:35]/[N:42]2[CH2:46][CH2:45][CH2:44][CH2:43]2)[C:3]=1[C:20]#[C:21][Si:22]([CH3:23])([CH3:25])[CH3:24]. The catalyst class is: 334.